Dataset: NCI-60 drug combinations with 297,098 pairs across 59 cell lines. Task: Regression. Given two drug SMILES strings and cell line genomic features, predict the synergy score measuring deviation from expected non-interaction effect. (1) Synergy scores: CSS=49.0, Synergy_ZIP=-1.35, Synergy_Bliss=3.48, Synergy_Loewe=5.78, Synergy_HSA=6.14. Drug 1: CCC1=CC2CC(C3=C(CN(C2)C1)C4=CC=CC=C4N3)(C5=C(C=C6C(=C5)C78CCN9C7C(C=CC9)(C(C(C8N6C)(C(=O)OC)O)OC(=O)C)CC)OC)C(=O)OC.C(C(C(=O)O)O)(C(=O)O)O. Drug 2: CCC1(CC2CC(C3=C(CCN(C2)C1)C4=CC=CC=C4N3)(C5=C(C=C6C(=C5)C78CCN9C7C(C=CC9)(C(C(C8N6C)(C(=O)OC)O)OC(=O)C)CC)OC)C(=O)OC)O.OS(=O)(=O)O. Cell line: IGROV1. (2) Drug 1: COC1=C2C(=CC3=C1OC=C3)C=CC(=O)O2. Drug 2: CC1C(C(CC(O1)OC2CC(CC3=C2C(=C4C(=C3O)C(=O)C5=CC=CC=C5C4=O)O)(C(=O)C)O)N)O. Cell line: RPMI-8226. Synergy scores: CSS=35.6, Synergy_ZIP=-0.974, Synergy_Bliss=-1.75, Synergy_Loewe=-11.4, Synergy_HSA=-0.253.